Dataset: CYP2C9 inhibition data for predicting drug metabolism from PubChem BioAssay. Task: Regression/Classification. Given a drug SMILES string, predict its absorption, distribution, metabolism, or excretion properties. Task type varies by dataset: regression for continuous measurements (e.g., permeability, clearance, half-life) or binary classification for categorical outcomes (e.g., BBB penetration, CYP inhibition). Dataset: cyp2c9_veith. (1) The compound is COC(=O)[C@@]1(Cc2ccc(OC)cc2)[C@H]2c3cc(C(=O)N4CCCC4)n(Cc4nc5ccccc5[nH]4)c3C[C@H]2CN1C(=O)c1ccccc1. The result is 1 (inhibitor). (2) The molecule is CN(Cc1ccco1)c1ncncc1-c1cccc(C#N)c1. The result is 0 (non-inhibitor).